Dataset: Forward reaction prediction with 1.9M reactions from USPTO patents (1976-2016). Task: Predict the product of the given reaction. (1) The product is: [I:1][C:2]1[CH:3]=[CH:4][C:5]([O:11][CH3:12])=[C:6]([CH:10]=1)[C:7]([NH2:21])=[O:8]. Given the reactants [I:1][C:2]1[CH:3]=[CH:4][C:5]([O:11][CH3:12])=[C:6]([CH:10]=1)[C:7](O)=[O:8].C(Cl)CCl.C1C=[N:21]C2N(O)N=NC=2C=1.[Cl-].[NH4+].CCN(C(C)C)C(C)C, predict the reaction product. (2) Given the reactants [CH2:1]([O:8][C@@H:9]1[CH2:14][CH2:13][C@H:12]([O:15][CH2:16][CH2:17][O:18][Si](C(C)(C)C)(C)C)[CH2:11][CH2:10]1)[C:2]1[CH:7]=[CH:6][CH:5]=[CH:4][CH:3]=1.[F-].C([N+](CCCC)(CCCC)CCCC)CCC, predict the reaction product. The product is: [CH2:1]([O:8][CH:9]1[CH2:14][CH2:13][CH:12]([O:15][CH2:16][CH2:17][OH:18])[CH2:11][CH2:10]1)[C:2]1[CH:3]=[CH:4][CH:5]=[CH:6][CH:7]=1. (3) Given the reactants [C:1]1([CH3:20])[CH:6]=[CH:5][C:4]([NH:7][C:8]2[C:9]([C:14]3[CH:19]=[CH:18][CH:17]=[CH:16][CH:15]=3)=[CH:10][CH:11]=[CH:12][CH:13]=2)=[CH:3][CH:2]=1.Br[C:22]1[CH:27]=[CH:26][C:25]([C:28]2[CH:33]=[CH:32][C:31]([C:34]3[CH:39]=[CH:38][C:37](Br)=[CH:36][CH:35]=3)=[CH:30][CH:29]=2)=[CH:24][CH:23]=1.[C:50](P([C:50]([CH3:53])([CH3:52])[CH3:51])[C:50]([CH3:53])([CH3:52])[CH3:51])([CH3:53])([CH3:52])[CH3:51].[C:54]([O-])([CH3:57])([CH3:56])[CH3:55].[K+], predict the reaction product. The product is: [C:9]1([C:14]2[CH:15]=[CH:16][CH:17]=[CH:18][CH:19]=2)[CH:10]=[CH:11][CH:12]=[CH:13][C:8]=1[N:7]([C:4]1[CH:3]=[CH:2][C:1]([CH3:20])=[CH:6][CH:5]=1)[C:22]1[CH:27]=[CH:26][C:25]([C:28]2[CH:33]=[CH:32][C:31]([C:34]3[CH:39]=[CH:38][C:37]([N:7]([C:8]4[CH:13]=[CH:12][CH:11]=[CH:10][C:53]=4[C:50]4[CH:51]=[CH:6][CH:1]=[CH:2][CH:52]=4)[C:4]4[CH:5]=[CH:56][C:54]([CH3:57])=[CH:55][CH:3]=4)=[CH:36][CH:35]=3)=[CH:30][CH:29]=2)=[CH:24][CH:23]=1. (4) The product is: [F:1][C:2]1[CH:7]=[C:6]([F:8])[CH:5]=[CH:4][C:3]=1[NH:9][C@H:10]1[NH:18][C:17]2[C:12](=[N:13][C:14]([NH:19][CH:20]3[CH2:21][CH2:22][C:23](=[O:24])[CH2:28][CH2:29]3)=[N:15][CH:16]=2)[N:11]1[CH:30]1[CH2:35][CH2:34][CH:33]([OH:36])[CH2:32][CH2:31]1. Given the reactants [F:1][C:2]1[CH:7]=[C:6]([F:8])[CH:5]=[CH:4][C:3]=1[NH:9][C@H:10]1[NH:18][C:17]2[C:12](=[N:13][C:14]([NH:19][CH:20]3[CH2:29][CH2:28][C:23]4(OCC[O:24]4)[CH2:22][CH2:21]3)=[N:15][CH:16]=2)[N:11]1[CH:30]1[CH2:35][CH2:34][CH:33]([OH:36])[CH2:32][CH2:31]1.FC(F)(F)C(O)=O, predict the reaction product.